From a dataset of Drug-target binding data from BindingDB using IC50 measurements. Regression. Given a target protein amino acid sequence and a drug SMILES string, predict the binding affinity score between them. We predict pIC50 (pIC50 = -log10(IC50 in M); higher means more potent). Dataset: bindingdb_ic50. (1) The small molecule is CCCCCc1cc(O)c(C/C=C(\C)CC/C=C(\C)CCC=C(C)C)c(O)c1. The target protein (Q9WUD2) has sequence MTSASSPPAFRLETSDGDEEGNAEVNKGKQEPPPMESPFQREDRNSSPQIKVNLNFIKRPPKNTSAPSQQEPDRFDRDRLFSVVSRGVPEELTGLLEYLRWNSKYLTDSAYTEGSTGKTCLMKAVLNLQDGVNACIMPLLQIDKDSGNPKLLVNAQCTDEFYQGHSALHIAIEKRSLQCVKLLVENGADVHLRACGRFFQKHQGTCFYFGELPLSLAACTKQWDVVTYLLENPHQPASLEATDSLGNTVLHALVMIADNSPENSALVIHMYDGLLQMGARLCPTVQLEEISNHQGLTPLKLAAKEGKIEIFRHILQREFSGPYQPLSRKFTEWCYGPVRVSLYDLSSVDSWEKNSVLEIIAFHCKSPNRHRMVVLEPLNKLLQEKWDRLVSRFFFNFACYLVYMFIFTVVAYHQPSLDQPAIPSSKATFGESMLLLGHILILLGGIYLLLGQLWYFWRRRLFIWISFMDSYFEILFLLQALLTVLSQVLRFMETEWYLPL.... The pIC50 is 5.6. (2) The drug is O=c1oc2c(O)c(O)cc3c(=O)oc4c(O)c(O)cc1c4c23. The target protein sequence is MAKAAAIGIDLGTTYSCVGVFQHGKGERNVLIFDLGGGTFDVSILTIDDGIFEVKATAGDTHLGGEDFDNRLVNHFVEEFKRKHKKDISQNKRAVRRLRTACERAKRTLSSSTQASLEIDSLFEGIDFYTSITRARFEELCSDLFRSTLEPVEKALRDAKLDKAQIHDLVLVGGSTRIPKVQKLLQDFFNGRDLNKSINPDEAVAYGAAVQAAILMGDKSENVQDLLLLDVAPLSLGLETAGGVMTALIKRNSTIPTKQTQIFTTYSDNQPGVLIQVYEGERAMTKDNNLLGRFELSGIPPAPRGVPQIEVTFDIDANGILNVTATDKSTGKANKITITNDKGRLSKEEIERMVQEAEKYKAEDEVQRERVSAKNALESYAFNMKSAVEDEGLKGKISEADKKKVLDKCQEVISWLDANTLAEKDEFEHKRKELEQVCNPIISGLYQGAGGPGPGGFGAQGPKGGSGSGPTIEEVD. The pIC50 is 6.1.